This data is from Full USPTO retrosynthesis dataset with 1.9M reactions from patents (1976-2016). The task is: Predict the reactants needed to synthesize the given product. (1) Given the product [F:1][C:2]1[CH:7]=[C:6]([N+:8]([O-:10])=[O:9])[CH:5]=[CH:4][C:3]=1[O:11][CH:2]1[CH2:7][CH2:6][N:39]([C:40]([O:42][CH2:43][C:25]2[CH:26]=[CH:27][CH:28]=[CH:29][CH:30]=2)=[O:41])[CH2:4][CH2:3]1, predict the reactants needed to synthesize it. The reactants are: [F:1][C:2]1[CH:7]=[C:6]([N+:8]([O-:10])=[O:9])[CH:5]=[CH:4][C:3]=1[OH:11].[C:25]1(P([C:25]2[CH:30]=[CH:29][CH:28]=[CH:27][CH:26]=2)[C:25]2[CH:30]=[CH:29][CH:28]=[CH:27][CH:26]=2)[CH:30]=[CH:29][CH:28]=[CH:27][CH:26]=1.C[C:43]([O:42][C:40](/[N:39]=[N:39]/[C:40]([O:42][C:43](C)(C)C)=[O:41])=[O:41])(C)C. (2) Given the product [C:1]([C:3]1[CH:8]=[CH:7][C:6]([C:9](=[CH:45][N:46]([CH3:48])[CH3:47])[C:10]([O:12][CH2:13][CH3:16])=[O:11])=[C:5]([O:17][CH3:18])[CH:4]=1)#[N:2], predict the reactants needed to synthesize it. The reactants are: [C:1]([C:3]1[CH:8]=[CH:7][C:6]([CH2:9][C:10]([O:12][C:13]([CH3:16])(C)C)=[O:11])=[C:5]([O:17][CH3:18])[CH:4]=1)#[N:2].Cl.O1CCOCC1.C(C1C=CC(CC(OCC)=O)=C(OC)C=1)#N.C(O[CH:45](OCC)[N:46]([CH3:48])[CH3:47])C. (3) Given the product [Br:11][C:7]1[CH:6]=[C:5]2[C:4](=[C:9]([CH3:10])[CH:8]=1)[C:3](=[O:14])[N:27]([CH2:26][C:25]1[CH:28]=[CH:29][C:22]([O:15][C:16]3[CH:17]=[CH:18][CH:19]=[CH:20][CH:21]=3)=[CH:23][CH:24]=1)[CH2:12]2, predict the reactants needed to synthesize it. The reactants are: CO[C:3](=[O:14])[C:4]1[C:9]([CH3:10])=[CH:8][C:7]([Br:11])=[CH:6][C:5]=1[CH2:12]Br.[O:15]([C:22]1[CH:29]=[CH:28][C:25]([CH2:26][NH2:27])=[CH:24][CH:23]=1)[C:16]1[CH:21]=[CH:20][CH:19]=[CH:18][CH:17]=1.C([O-])([O-])=O.[K+].[K+].C(OCC)(=O)C. (4) Given the product [CH3:2][O:3][C:4]1[CH:5]=[CH:6][C:7]([CH:8]=[CH:42][C:39]2[S:38][C:37]([Br:36])=[N:41][CH:40]=2)=[CH:28][CH:29]=1, predict the reactants needed to synthesize it. The reactants are: [Cl-].[CH3:2][O:3][C:4]1[CH:29]=[CH:28][C:7]([CH2:8][P+](C2C=CC=CC=2)(C2C=CC=CC=2)C2C=CC=CC=2)=[CH:6][CH:5]=1.C(O[K])(C)(C)C.[Br:36][C:37]1[S:38][C:39]([CH:42]=O)=[CH:40][N:41]=1. (5) Given the product [S:5]1[CH:9]=[CH:8][CH:7]=[C:6]1[C:10]1[CH:14]=[N:13][N:12]2[CH:22]=[CH:21][C:20](=[O:23])[NH:15][C:11]=12, predict the reactants needed to synthesize it. The reactants are: [O-]CC.[Na+].[S:5]1[CH:9]=[CH:8][CH:7]=[C:6]1[C:10]1[CH:14]=[N:13][NH:12][C:11]=1[NH2:15].CN1[CH:22]=[CH:21][C:20](=[O:23])N(C)C1=O.[Cl-].[NH4+]. (6) The reactants are: ClC1[CH:3]=[C:4]([CH:9]=CC=1)[C:5]([O:7]O)=[O:6].P([O-])([O-])(O)=O.[Na+].[Na+].C([C@H:24]([O:28][C:29]([NH:31][CH2:32][C:33]1([CH2:39][C:40]([OH:42])=[O:41])[CH2:38][CH2:37][CH2:36][CH2:35][CH2:34]1)=[O:30])[CH:25]([CH3:27])[CH3:26])(=O)C(C)C.Cl. Given the product [C:5]([O:7][C@H:24]([O:28][C:29]([NH:31][CH2:32][C:33]1([CH2:39][C:40]([OH:42])=[O:41])[CH2:34][CH2:35][CH2:36][CH2:37][CH2:38]1)=[O:30])[CH:25]([CH3:26])[CH3:27])(=[O:6])[CH:4]([CH3:9])[CH3:3], predict the reactants needed to synthesize it.